From a dataset of Forward reaction prediction with 1.9M reactions from USPTO patents (1976-2016). Predict the product of the given reaction. Given the reactants [OH-].[K+].C(OC(=O)[NH:7][CH:8]1[CH2:11][C:10]2([CH2:16][CH2:15][N:14]([C:17]3[CH:26]=[CH:25][C:24]4[C:19](=[CH:20][CH:21]=[C:22]([Cl:27])[CH:23]=4)[N:18]=3)[CH2:13][CH2:12]2)[CH2:9]1)C, predict the reaction product. The product is: [Cl:27][C:22]1[CH:23]=[C:24]2[C:19](=[CH:20][CH:21]=1)[N:18]=[C:17]([N:14]1[CH2:15][CH2:16][C:10]3([CH2:9][CH:8]([NH2:7])[CH2:11]3)[CH2:12][CH2:13]1)[CH:26]=[CH:25]2.